From a dataset of Full USPTO retrosynthesis dataset with 1.9M reactions from patents (1976-2016). Predict the reactants needed to synthesize the given product. (1) Given the product [CH3:33][C:34]([CH3:38])([CH3:37])[C:35]#[C:36][C:12]1[N:11]=[CH:10][C:9]2[O:8][C:5]3[C:4]([C@@:15]4([CH2:20][CH2:19][O:18][C:17]([NH2:21])=[N:16]4)[C:14]=2[CH:13]=1)=[CH:3][C:2]([C:29]1[C:24]([F:23])=[N:25][CH:26]=[CH:27][CH:28]=1)=[CH:7][CH:6]=3, predict the reactants needed to synthesize it. The reactants are: Br[C:2]1[CH:3]=[C:4]2[C@@:15]3([CH2:20][CH2:19][O:18][C:17]([NH2:21])=[N:16]3)[C:14]3[CH:13]=[C:12](Cl)[N:11]=[CH:10][C:9]=3[O:8][C:5]2=[CH:6][CH:7]=1.[F:23][C:24]1[C:29](B(O)O)=[CH:28][CH:27]=[CH:26][N:25]=1.[CH3:33][C:34]([CH3:38])([CH3:37])[C:35]#[CH:36]. (2) Given the product [CH3:39][S:40]([NH:4][C:5]1[CH:6]=[CH:7][C:8]([CH2:9][N:10]2[C:19]3[C:14](=[C:15]([CH2:22][CH:23]4[S:27][C:26](=[O:28])[NH:25][C:24]4=[O:29])[CH:16]=[CH:17][C:18]=3[O:20][CH3:21])[CH2:13][CH2:12][C:11]2=[O:30])=[CH:31][CH:32]=1)(=[O:42])=[O:41], predict the reactants needed to synthesize it. The reactants are: ClCCl.[NH2:4][C:5]1[CH:32]=[CH:31][C:8]([CH2:9][N:10]2[C:19]3[C:14](=[C:15]([CH2:22][CH:23]4[S:27][C:26](=[O:28])[NH:25][C:24]4=[O:29])[CH:16]=[CH:17][C:18]=3[O:20][CH3:21])[CH2:13][CH2:12][C:11]2=[O:30])=[CH:7][CH:6]=1.N1C=CC=CC=1.[CH3:39][S:40](Cl)(=[O:42])=[O:41]. (3) Given the product [Br:17][C:8]1[C:9]([OH:10])=[C:4]([C:5]([OH:11])=[CH:6][CH:7]=1)[C:3]([O:2][CH3:1])=[O:12], predict the reactants needed to synthesize it. The reactants are: [CH3:1][O:2][C:3](=[O:12])[C:4]1[C:9]([OH:10])=[CH:8][CH:7]=[CH:6][C:5]=1[OH:11].C(O)(=O)C.[Br:17]Br. (4) Given the product [Cl:10][CH2:11][CH2:12][CH2:13][CH2:14][C:15]([C:3]1[C:4]2[C:9](=[CH:8][CH:7]=[CH:6][CH:5]=2)[NH:1][CH:2]=1)=[O:16], predict the reactants needed to synthesize it. The reactants are: [NH:1]1[C:9]2[C:4](=[CH:5][CH:6]=[CH:7][CH:8]=2)[CH:3]=[CH:2]1.[Cl:10][CH2:11][CH2:12][CH2:13][CH2:14][C:15](Cl)=[O:16]. (5) Given the product [CH3:46][O:47][C:48]1[CH:53]=[C:52]([CH2:54][NH:55][C:16]([C:10]2[CH:9]=[C:8]3[C:13]([CH:14]=[CH:15][N:6]([CH2:5][C:4]4[CH:20]=[CH:21][C:22]([F:23])=[C:2]([F:1])[CH:3]=4)[C:7]3=[O:19])=[CH:12][CH:11]=2)=[O:18])[CH:51]=[CH:50][N:49]=1, predict the reactants needed to synthesize it. The reactants are: [F:1][C:2]1[CH:3]=[C:4]([CH:20]=[CH:21][C:22]=1[F:23])[CH2:5][N:6]1[CH:15]=[CH:14][C:13]2[C:8](=[CH:9][C:10]([C:16]([OH:18])=O)=[CH:11][CH:12]=2)[C:7]1=[O:19].CCN=C=NCCCN(C)C.Cl.C1C=CC2N(O)N=NC=2C=1.[CH3:46][O:47][C:48]1[CH:53]=[C:52]([CH2:54][NH2:55])[CH:51]=[CH:50][N:49]=1.C([O-])(O)=O.[Na+]. (6) The reactants are: [N:1]1([CH2:7][CH2:8][C:9]([NH:11][C:12]2[CH:17]=[CH:16][C:15]([C:18]3[N:19]=[C:20]4[C:25]([CH3:26])=[CH:24][CH:23]=[CH:22][N:21]4[CH:27]=3)=[CH:14][CH:13]=2)=O)[CH2:6][CH2:5][CH2:4]C[CH2:2]1. Given the product [N:1]1([CH2:7][CH2:8][CH2:9][NH:11][C:12]2[CH:13]=[CH:14][C:15]([C:18]3[N:19]=[C:20]4[C:25]([CH3:26])=[CH:24][CH:23]=[CH:22][N:21]4[CH:27]=3)=[CH:16][CH:17]=2)[CH2:6][CH2:5][CH2:4][CH2:2]1, predict the reactants needed to synthesize it.